Dataset: Full USPTO retrosynthesis dataset with 1.9M reactions from patents (1976-2016). Task: Predict the reactants needed to synthesize the given product. Given the product [Br:1][C:2]1[CH:20]=[CH:19][C:5]2[C:6]3[N:7]([CH:11]=[C:12]([C:14]4[N:29]([C:24]5[CH:25]=[CH:26][CH:27]=[CH:28][C:23]=5[Cl:22])[N:30]=[CH:17][N:16]=4)[N:13]=3)[CH2:8][CH2:9][O:10][C:4]=2[CH:3]=1, predict the reactants needed to synthesize it. The reactants are: [Br:1][C:2]1[CH:20]=[CH:19][C:5]2[C:6]3[N:7]([CH:11]=[C:12]([C:14]([NH:16][CH:17]=O)=O)[N:13]=3)[CH2:8][CH2:9][O:10][C:4]=2[CH:3]=1.Cl.[Cl:22][C:23]1[CH:28]=[CH:27][CH:26]=[CH:25][C:24]=1[NH:29][NH2:30].